This data is from Forward reaction prediction with 1.9M reactions from USPTO patents (1976-2016). The task is: Predict the product of the given reaction. Given the reactants [Cl:1][C:2]1[CH:7]=[CH:6][C:5]([CH2:8][C:9]([C:11]2[CH:16]=[C:15]([O:17][CH:18]3[CH2:23][CH2:22][CH2:21][CH2:20][O:19]3)[CH:14]=[CH:13][C:12]=2[OH:24])=[O:10])=[CH:4][C:3]=1[F:25].[I:26][C:27]1[CH:34]=[CH:33][C:30]([CH:31]=O)=[CH:29][CH:28]=1.N1CCCCC1.N12CCCN=C1CCCCC2, predict the reaction product. The product is: [Cl:1][C:2]1[CH:7]=[CH:6][C:5]([CH:8]2[C:9](=[O:10])[C:11]3[C:12](=[CH:13][CH:14]=[C:15]([O:17][CH:18]4[CH2:23][CH2:22][CH2:21][CH2:20][O:19]4)[CH:16]=3)[O:24][CH:31]2[C:30]2[CH:33]=[CH:34][C:27]([I:26])=[CH:28][CH:29]=2)=[CH:4][C:3]=1[F:25].